Predict the product of the given reaction. From a dataset of Forward reaction prediction with 1.9M reactions from USPTO patents (1976-2016). (1) The product is: [O:15]1[CH2:16][CH2:17][N:12]([S:9]([C:6]2[CH:7]=[CH:8][C:3]([CH2:2][P:18](=[O:25])([O:22][CH2:23][CH3:24])[O:19][CH2:20][CH3:21])=[CH:4][CH:5]=2)(=[O:11])=[O:10])[CH2:13][CH2:14]1. Given the reactants Br[CH2:2][C:3]1[CH:8]=[CH:7][C:6]([S:9]([N:12]2[CH2:17][CH2:16][O:15][CH2:14][CH2:13]2)(=[O:11])=[O:10])=[CH:5][CH:4]=1.[P:18]([O:25]CC)([O:22][CH2:23][CH3:24])[O:19][CH2:20][CH3:21].N#N, predict the reaction product. (2) Given the reactants [F:1][C:2]([F:13])([F:12])[C:3]1[CH:4]=[C:5](B(O)O)[CH:6]=[CH:7][CH:8]=1.Br[C:15]1[S:23][C:22]2[C:21]([NH:24][C:25]3[CH:26]=[C:27]4[C:31](=[CH:32][CH:33]=3)[NH:30][CH:29]=[CH:28]4)=[N:20][CH:19]=[N:18][C:17]=2[CH:16]=1, predict the reaction product. The product is: [NH:30]1[C:31]2[C:27](=[CH:26][C:25]([NH:24][C:21]3[C:22]4[S:23][C:15]([C:6]5[CH:5]=[CH:4][C:3]([C:2]([F:13])([F:12])[F:1])=[CH:8][CH:7]=5)=[CH:16][C:17]=4[N:18]=[CH:19][N:20]=3)=[CH:33][CH:32]=2)[CH:28]=[CH:29]1. (3) Given the reactants [F:1][C:2]1[CH:7]=[C:6]([O:8][C:9]([F:12])([F:11])[F:10])[CH:5]=[CH:4][C:3]=1[N:13]1[CH:18]=[C:17]([O:19][CH3:20])[C:16](=[O:21])[C:15]([C:22]([O:24]C)=[O:23])=[N:14]1.[OH-].[Na+].Cl, predict the reaction product. The product is: [F:1][C:2]1[CH:7]=[C:6]([O:8][C:9]([F:11])([F:12])[F:10])[CH:5]=[CH:4][C:3]=1[N:13]1[CH:18]=[C:17]([O:19][CH3:20])[C:16](=[O:21])[C:15]([C:22]([OH:24])=[O:23])=[N:14]1. (4) Given the reactants CO[CH2:3][C:4]1[CH:5]=[C:6]([CH:9]=[C:10](COC)[CH:11]=1)[CH:7]=[CH2:8].[CH2:15]([Cl:17])Cl.B(Cl)(Cl)[Cl:19].[OH-].[Na+], predict the reaction product. The product is: [Cl:19][CH2:3][C:4]1[CH:5]=[C:6]([CH:9]=[C:10]([CH2:15][Cl:17])[CH:11]=1)[CH:7]=[CH2:8]. (5) The product is: [Cl:31][C:2]1[CH:3]=[C:4]([CH:8]2[CH2:17][C:16](=[O:18])[C:15]3[C:10](=[CH:11][CH:12]=[C:13]([OH:19])[CH:14]=3)[O:9]2)[CH:5]=[CH:6][CH:7]=1. Given the reactants F[C:2]1[CH:3]=[C:4]([CH:8]2[CH2:17][C:16](=[O:18])[C:15]3[C:10](=[CH:11][CH:12]=[C:13]([OH:19])[CH:14]=3)[O:9]2)[CH:5]=[CH:6][CH:7]=1.OC1C=CC(O)=CC=1C(=O)C.[Cl:31]C1C=C(C=CC=1)C=O, predict the reaction product.